Dataset: NCI-60 drug combinations with 297,098 pairs across 59 cell lines. Task: Regression. Given two drug SMILES strings and cell line genomic features, predict the synergy score measuring deviation from expected non-interaction effect. (1) Cell line: HCT116. Synergy scores: CSS=23.2, Synergy_ZIP=-0.287, Synergy_Bliss=-0.560, Synergy_Loewe=-27.4, Synergy_HSA=-0.631. Drug 1: C1=C(C(=O)NC(=O)N1)N(CCCl)CCCl. Drug 2: C1CN(P(=O)(OC1)NCCCl)CCCl. (2) Drug 1: CN(CC1=CN=C2C(=N1)C(=NC(=N2)N)N)C3=CC=C(C=C3)C(=O)NC(CCC(=O)O)C(=O)O. Drug 2: C1C(C(OC1N2C=NC(=NC2=O)N)CO)O. Cell line: OVCAR-5. Synergy scores: CSS=35.0, Synergy_ZIP=-3.24, Synergy_Bliss=-0.150, Synergy_Loewe=0.453, Synergy_HSA=1.58. (3) Drug 1: C1=NC2=C(N1)C(=S)N=C(N2)N. Drug 2: CCCCC(=O)OCC(=O)C1(CC(C2=C(C1)C(=C3C(=C2O)C(=O)C4=C(C3=O)C=CC=C4OC)O)OC5CC(C(C(O5)C)O)NC(=O)C(F)(F)F)O. Cell line: LOX IMVI. Synergy scores: CSS=45.6, Synergy_ZIP=-0.517, Synergy_Bliss=-2.11, Synergy_Loewe=-1.46, Synergy_HSA=0.0151. (4) Drug 1: CC1OCC2C(O1)C(C(C(O2)OC3C4COC(=O)C4C(C5=CC6=C(C=C35)OCO6)C7=CC(=C(C(=C7)OC)O)OC)O)O. Cell line: HCC-2998. Synergy scores: CSS=43.9, Synergy_ZIP=-5.54, Synergy_Bliss=-2.98, Synergy_Loewe=1.57, Synergy_HSA=1.93. Drug 2: CCN(CC)CCCC(C)NC1=C2C=C(C=CC2=NC3=C1C=CC(=C3)Cl)OC.